From a dataset of Full USPTO retrosynthesis dataset with 1.9M reactions from patents (1976-2016). Predict the reactants needed to synthesize the given product. (1) Given the product [Cl:7][C:8]1[CH:9]=[C:10]([NH:16][C:17]([C:19]2[N:23]([CH3:24])[CH:22]=[C:21]([S:25](=[O:27])(=[O:26])[NH:6][C:2]3([CH3:1])[CH2:5][O:4][CH2:3]3)[CH:20]=2)=[O:18])[CH:11]=[C:12]([Cl:15])[C:13]=1[F:14], predict the reactants needed to synthesize it. The reactants are: [CH3:1][C:2]1([NH2:6])[CH2:5][O:4][CH2:3]1.[Cl:7][C:8]1[CH:9]=[C:10]([NH:16][C:17]([C:19]2[N:23]([CH3:24])[CH:22]=[C:21]([S:25](Cl)(=[O:27])=[O:26])[CH:20]=2)=[O:18])[CH:11]=[C:12]([Cl:15])[C:13]=1[F:14].O. (2) Given the product [C:1]([N:8]1[CH2:12][C@@H:11]([N:13]([CH:20]2[CH2:25][CH2:24][C:23]([CH3:27])([CH3:26])[CH2:22][CH2:21]2)[C:14](=[O:19])[C:15]([CH3:18])([CH3:16])[CH3:17])[CH2:10][C@H:9]1[C:28]([OH:30])=[O:29])([O:3][C:4]([CH3:5])([CH3:6])[CH3:7])=[O:2], predict the reactants needed to synthesize it. The reactants are: [C:1]([N:8]1[CH2:12][C@@H:11]([N:13]([CH:20]2[CH2:25][CH2:24][C:23]([CH3:27])([CH3:26])[CH2:22][CH2:21]2)[C:14](=[O:19])[C:15]([CH3:18])([CH3:17])[CH3:16])[CH2:10][C@@:9]1(C)[C:28]([O-:30])=[O:29])([O:3][C:4]([CH3:7])([CH3:6])[CH3:5])=[O:2].[Li+].[OH-]. (3) Given the product [F:6][C:7]1[CH:13]=[C:12]2[C:10](=[CH:9][C:8]=1[O:14][CH3:15])[N:11]=[C:18]([OH:19])[CH:17]=[C:16]2[OH:21], predict the reactants needed to synthesize it. The reactants are: O=P(Cl)(Cl)Cl.[F:6][C:7]1[CH:13]=[CH:12][C:10]([NH2:11])=[CH:9][C:8]=1[O:14][CH3:15].[C:16](O)(=[O:21])[CH2:17][C:18](O)=[O:19]. (4) Given the product [O:38]=[C:39]1[C:47]2[C:42](=[CH:43][C:44]([C:48]3[CH:49]=[CH:50][C:51]([NH:54][C:55]([NH:57][C:58]4[CH:63]=[CH:62][CH:61]=[C:60]([C:64]([F:66])([F:65])[F:67])[CH:59]=4)=[O:56])=[CH:52][CH:53]=3)=[CH:45][CH:46]=2)[CH2:41][N:40]1[CH2:68][CH2:69][C:70]([OH:72])=[O:71], predict the reactants needed to synthesize it. The reactants are: CC(C)[C@@H](N1CC2C(=CC=C(C3C=CC(NC(NC4C=CC=C(C(F)(F)F)C=4)=O)=CC=3)C=2)C1=O)C(O)=O.[O:38]=[C:39]1[C:47]2[C:42](=[CH:43][C:44]([C:48]3[CH:53]=[CH:52][C:51]([NH:54][C:55]([NH:57][C:58]4[CH:63]=[CH:62][CH:61]=[C:60]([C:64]([F:67])([F:66])[F:65])[CH:59]=4)=[O:56])=[CH:50][CH:49]=3)=[CH:45][CH:46]=2)[CH2:41][N:40]1[CH2:68][CH2:69][C:70]([O:72]CC)=[O:71]. (5) Given the product [O:24]=[C:17]([C:18]1[CH:19]=[CH:20][CH:21]=[CH:22][CH:23]=1)[CH:16]=[CH:15][C:12]1[CH:13]=[CH:14][C:9]([CH:8]=[CH:7][C:6]([OH:25])=[O:5])=[N:10][CH:11]=1, predict the reactants needed to synthesize it. The reactants are: C([O:5][C:6](=[O:25])[CH:7]=[CH:8][C:9]1[CH:14]=[CH:13][C:12]([CH:15]=[CH:16][C:17](=[O:24])[C:18]2[CH:23]=[CH:22][CH:21]=[CH:20][CH:19]=2)=[CH:11][N:10]=1)(C)(C)C. (6) Given the product [C:16]1(=[O:20])[C:15]2[C:22]3[CH:21]=[CH:16][CH:15]=[CH:14][C:19]=3[NH:13][C:14]=2[CH2:19][CH2:18][NH:17]1, predict the reactants needed to synthesize it. The reactants are: S(=O)(=O)(O)O.C1(N[NH:13][C:14]2[CH2:19][CH2:18][NH:17][C:16](=[O:20])[CH:15]=2)C=CC=CC=1.[C:21](O)(=O)[CH3:22].[OH-].[Na+]. (7) The reactants are: [CH3:1][C:2]1[N:7]2[N:8]=[N:9][N:10]=[C:6]2[C:5]([N+:11]([O-])=O)=[C:4]([NH:14][CH2:15][CH2:16][CH2:17][CH2:18][OH:19])[C:3]=1[CH3:20]. Given the product [NH2:11][C:5]1[C:6]2[N:7]([N:8]=[N:9][N:10]=2)[C:2]([CH3:1])=[C:3]([CH3:20])[C:4]=1[NH:14][CH2:15][CH2:16][CH2:17][CH2:18][OH:19], predict the reactants needed to synthesize it. (8) Given the product [N+:1]([C:4]1[C:5]([C:19]#[N:20])=[C:6]2[CH:15]=[CH:14][CH:13]=[C:12]3[C:7]2=[C:8]([CH:16]=1)[CH2:9][O:10][CH2:11]3)([O-:3])=[O:2], predict the reactants needed to synthesize it. The reactants are: [N+:1]([C:4]1[C:5](Br)=[C:6]2[CH:15]=[CH:14][CH:13]=[C:12]3[C:7]2=[C:8]([CH:16]=1)[CH2:9][O:10][CH2:11]3)([O-:3])=[O:2].[Cu][C:19]#[N:20]. (9) Given the product [Br:1][C:2]1[CH:3]=[C:4]([O:28][CH3:29])[C:5]([NH:11][C:12]2[N:17]=[C:16]([C:18]3[C:26]4[C:21](=[CH:22][CH:23]=[CH:24][CH:25]=4)[N:20]([CH3:27])[CH:19]=3)[CH:15]=[CH:14][N:13]=2)=[CH:6][C:7]=1[NH2:8], predict the reactants needed to synthesize it. The reactants are: [Br:1][C:2]1[C:7]([N+:8]([O-])=O)=[CH:6][C:5]([NH:11][C:12]2[N:17]=[C:16]([C:18]3[C:26]4[C:21](=[CH:22][CH:23]=[CH:24][CH:25]=4)[N:20]([CH3:27])[CH:19]=3)[CH:15]=[CH:14][N:13]=2)=[C:4]([O:28][CH3:29])[CH:3]=1.[NH4+].[Cl-].O.